From a dataset of Forward reaction prediction with 1.9M reactions from USPTO patents (1976-2016). Predict the product of the given reaction. (1) Given the reactants C(OC([N:8]([C:29]1[N:30]=[C:31]2[CH:37]=[CH:36][N:35]([S:38]([C:41]3[CH:47]=[CH:46][C:44]([CH3:45])=[CH:43][CH:42]=3)(=[O:40])=[O:39])[C:32]2=[N:33][CH:34]=1)[CH2:9][C:10]([CH:12]1[CH:17]([CH3:18])[CH2:16][CH2:15][N:14]([C:19]([O:21][CH2:22][C:23]2[CH:28]=[CH:27][CH:26]=[CH:25][CH:24]=2)=[O:20])[CH2:13]1)=[O:11])=O)(C)(C)C.Cl, predict the reaction product. The product is: [CH3:18][CH:17]1[CH2:16][CH2:15][N:14]([C:19]([O:21][CH2:22][C:23]2[CH:24]=[CH:25][CH:26]=[CH:27][CH:28]=2)=[O:20])[CH2:13][CH:12]1[C:10](=[O:11])[CH2:9][NH:8][C:29]1[N:30]=[C:31]2[CH:37]=[CH:36][N:35]([S:38]([C:41]3[CH:47]=[CH:46][C:44]([CH3:45])=[CH:43][CH:42]=3)(=[O:40])=[O:39])[C:32]2=[N:33][CH:34]=1. (2) Given the reactants [Cl:1][C:2]1[N:6]2[N:7]=[C:8](Cl)[CH:9]=[CH:10][C:5]2=[N:4][N:3]=1.[O-:12][CH2:13][CH3:14].[Na+], predict the reaction product. The product is: [Cl:1][C:2]1[N:6]2[N:7]=[C:8]([O:12][CH2:13][CH3:14])[CH:9]=[CH:10][C:5]2=[N:4][N:3]=1.